From a dataset of Full USPTO retrosynthesis dataset with 1.9M reactions from patents (1976-2016). Predict the reactants needed to synthesize the given product. Given the product [CH2:35]([O:34][C:32]([C@:16]12[CH2:28][CH2:27][C@@H:26]([C:29]([CH3:31])=[CH2:30])[C@@H:17]1[C@@H:18]1[C@@:13]([CH3:42])([CH2:14][CH2:15]2)[C@@:12]2([CH3:43])[CH:21]([C@:22]3([CH3:25])[C@@H:9]([CH2:10][CH2:11]2)[C:8]([CH3:45])([CH3:44])[C:7](/[CH:6]=[CH:5]/[C:4]([OH:46])=[O:3])=[CH:24][CH2:23]3)[CH2:20][CH2:19]1)=[O:33])[C:36]1[CH:37]=[CH:38][CH:39]=[CH:40][CH:41]=1, predict the reactants needed to synthesize it. The reactants are: C([O:3][C:4](=[O:46])/[CH:5]=[CH:6]/[C:7]1[C:8]([CH3:45])([CH3:44])[C@H:9]2[C@:22]([CH3:25])([CH2:23][CH:24]=1)[CH:21]1[C@:12]([CH3:43])([C@@:13]3([CH3:42])[C@H:18]([CH2:19][CH2:20]1)[C@H:17]1[C@H:26]([C:29]([CH3:31])=[CH2:30])[CH2:27][CH2:28][C@:16]1([C:32]([O:34][CH2:35][C:36]1[CH:41]=[CH:40][CH:39]=[CH:38][CH:37]=1)=[O:33])[CH2:15][CH2:14]3)[CH2:11][CH2:10]2)C.[OH-].[Na+].Cl.